Dataset: NCI-60 drug combinations with 297,098 pairs across 59 cell lines. Task: Regression. Given two drug SMILES strings and cell line genomic features, predict the synergy score measuring deviation from expected non-interaction effect. (1) Drug 1: C1CN(CCN1C(=O)CCBr)C(=O)CCBr. Drug 2: COC1=C2C(=CC3=C1OC=C3)C=CC(=O)O2. Cell line: M14. Synergy scores: CSS=23.8, Synergy_ZIP=3.89, Synergy_Bliss=1.74, Synergy_Loewe=-5.19, Synergy_HSA=-5.24. (2) Drug 1: C1C(C(OC1N2C=NC3=C(N=C(N=C32)Cl)N)CO)O. Drug 2: CN(C(=O)NC(C=O)C(C(C(CO)O)O)O)N=O. Cell line: CCRF-CEM. Synergy scores: CSS=57.8, Synergy_ZIP=-1.24, Synergy_Bliss=-3.22, Synergy_Loewe=-25.5, Synergy_HSA=-3.01. (3) Synergy scores: CSS=40.7, Synergy_ZIP=1.11, Synergy_Bliss=0.180, Synergy_Loewe=-12.1, Synergy_HSA=-2.09. Drug 2: CC12CCC3C(C1CCC2O)C(CC4=C3C=CC(=C4)O)CCCCCCCCCS(=O)CCCC(C(F)(F)F)(F)F. Drug 1: CC1C(C(CC(O1)OC2CC(OC(C2O)C)OC3=CC4=CC5=C(C(=O)C(C(C5)C(C(=O)C(C(C)O)O)OC)OC6CC(C(C(O6)C)O)OC7CC(C(C(O7)C)O)OC8CC(C(C(O8)C)O)(C)O)C(=C4C(=C3C)O)O)O)O. Cell line: UACC62.